Task: Predict which catalyst facilitates the given reaction.. Dataset: Catalyst prediction with 721,799 reactions and 888 catalyst types from USPTO (1) Reactant: [C:1](=[O:8])([O:5][CH2:6][CH3:7])OCC.[H-].[Na+].[I:11][C:12]1[CH:13]=[C:14]([C:18](=[O:20])[CH3:19])[CH:15]=[CH:16][CH:17]=1. Product: [I:11][C:12]1[CH:13]=[C:14]([C:18](=[O:20])[CH2:19][C:1]([O:5][CH2:6][CH3:7])=[O:8])[CH:15]=[CH:16][CH:17]=1. The catalyst class is: 11. (2) Reactant: [NH:1]1[C:5]2[CH:6]=[CH:7][CH:8]=[CH:9][C:4]=2[N:3]=[N:2]1.CCN(CC)CC.[CH2:17]([O:19][C:20](=[O:31])[CH:21]([C:28](Cl)=[O:29])[CH:22]1[CH2:27][CH2:26][CH2:25][CH2:24][CH2:23]1)[CH3:18]. Product: [CH2:17]([O:19][C:20](=[O:31])[CH:21]([CH:22]1[CH2:27][CH2:26][CH2:25][CH2:24][CH2:23]1)[C:28]([N:1]1[C:5]2[CH:6]=[CH:7][CH:8]=[CH:9][C:4]=2[N:3]=[N:2]1)=[O:29])[CH3:18]. The catalyst class is: 2. (3) Reactant: C([O:3][C:4](=[O:36])[CH2:5][O:6][C:7]1[CH:12]=[CH:11][C:10]([S:13][C:14]2[CH:19]=[CH:18][C:17]([O:20][CH2:21][C:22]3[CH:27]=[CH:26][C:25]([C:28]([F:31])([F:30])[F:29])=[CH:24][CH:23]=3)=[C:16]([CH3:32])[CH:15]=2)=[CH:9][C:8]=1[CH2:33][CH2:34][CH3:35])C.[Li+].[OH-].O.Cl. Product: [CH3:32][C:16]1[CH:15]=[C:14]([S:13][C:10]2[CH:11]=[CH:12][C:7]([O:6][CH2:5][C:4]([OH:36])=[O:3])=[C:8]([CH2:33][CH2:34][CH3:35])[CH:9]=2)[CH:19]=[CH:18][C:17]=1[O:20][CH2:21][C:22]1[CH:23]=[CH:24][C:25]([C:28]([F:30])([F:31])[F:29])=[CH:26][CH:27]=1. The catalyst class is: 1. (4) Reactant: Cl.CN(C)CCCN=C=NCC.[C:13]([OH:24])(=[O:23])[C:14]1[CH:22]=[CH:21][CH:20]=[C:16]([C:17]([OH:19])=O)[CH:15]=1.[F:25][C:26]([F:35])([F:34])[C:27]1[CH:28]=[C:29]([NH2:33])[CH:30]=[CH:31][CH:32]=1. Product: [F:25][C:26]([F:34])([F:35])[C:27]1[CH:28]=[C:29]([NH:33][C:17]([C:16]2[CH:15]=[C:14]([CH:22]=[CH:21][CH:20]=2)[C:13]([OH:24])=[O:23])=[O:19])[CH:30]=[CH:31][CH:32]=1. The catalyst class is: 59. (5) Reactant: [C:1]([O:5][C:6](=[O:19])[NH:7][CH:8]([C:12]1[CH:17]=[CH:16][C:15]([Cl:18])=[CH:14][CH:13]=1)[CH2:9][CH2:10][NH2:11])([CH3:4])([CH3:3])[CH3:2].C(N(C(C)C)C(C)C)C.Cl[C:30]([O:32][CH2:33][C:34]1[CH:39]=[CH:38][CH:37]=[CH:36][CH:35]=1)=[O:31]. Product: [CH2:33]([O:32][C:30](=[O:31])[NH:11][CH2:10][CH2:9][CH:8]([NH:7][C:6]([O:5][C:1]([CH3:4])([CH3:2])[CH3:3])=[O:19])[C:12]1[CH:13]=[CH:14][C:15]([Cl:18])=[CH:16][CH:17]=1)[C:34]1[CH:39]=[CH:38][CH:37]=[CH:36][CH:35]=1. The catalyst class is: 4. (6) Product: [CH2:18]([C:17]([F:20])([CH2:21][CH3:22])[CH2:16][N:13]1[CH2:14][CH2:15][CH:10]([CH2:9][O:8][C:5]2[N:4]=[N:3][C:2]([C:30]3[CH:31]=[CH:32][C:27]([C:25]([O:24][CH3:23])=[O:26])=[CH:28][CH:29]=3)=[CH:7][CH:6]=2)[CH2:11][CH2:12]1)[CH3:19]. Reactant: Cl[C:2]1[N:3]=[N:4][C:5]([O:8][CH2:9][CH:10]2[CH2:15][CH2:14][N:13]([CH2:16][C:17]([CH2:21][CH3:22])([F:20])[CH2:18][CH3:19])[CH2:12][CH2:11]2)=[CH:6][CH:7]=1.[CH3:23][O:24][C:25]([C:27]1[CH:32]=[CH:31][C:30](B(O)O)=[CH:29][CH:28]=1)=[O:26].C([O-])([O-])=O.[Cs+].[Cs+]. The catalyst class is: 12.